From a dataset of Full USPTO retrosynthesis dataset with 1.9M reactions from patents (1976-2016). Predict the reactants needed to synthesize the given product. (1) Given the product [CH:1]1[CH:6]=[CH:5][C:4]([C:8]([OH:10])=[O:9])=[C:3]([C:11]2[C:12]3[CH:17]=[CH:16][C:15]([OH:18])=[CH:14][C:13]=3[O:19][C:20]3[C:21]=2[CH:22]=[CH:23][C:24]([CH:25]=3)=[O:26])[CH:2]=1, predict the reactants needed to synthesize it. The reactants are: [CH:1]1[C:6](N)=[CH:5][C:4]2[C:8]([O:10][C:11]3([C:21]4[CH:22]=[CH:23][C:24]([OH:26])=[CH:25][C:20]=4[O:19][C:13]4[CH:14]=[C:15]([OH:18])[CH:16]=[CH:17][C:12]3=4)[C:3]=2[CH:2]=1)=[O:9]. (2) Given the product [CH2:1]([O:8][NH:9][C@H:10]1[CH2:15][N:14]([C:16]([O:18][C:19]([CH3:21])([CH3:22])[CH3:20])=[O:17])[C@H:13]([C:23]([O:25][C:31]2[CH:32]=[CH:33][C:28]([C:26]#[N:27])=[CH:29][CH:30]=2)=[O:24])[CH2:12][CH2:11]1)[C:2]1[CH:3]=[CH:4][CH:5]=[CH:6][CH:7]=1, predict the reactants needed to synthesize it. The reactants are: [CH2:1]([O:8][NH:9][C@H:10]1[CH2:15][N:14]([C:16]([O:18][C:19]([CH3:22])([CH3:21])[CH3:20])=[O:17])[C@H:13]([C:23]([OH:25])=[O:24])[CH2:12][CH2:11]1)[C:2]1[CH:7]=[CH:6][CH:5]=[CH:4][CH:3]=1.[C:26]([C:28]1[CH:33]=[CH:32][C:31](O)=[CH:30][CH:29]=1)#[N:27].Cl.C(N=C=NCCCN(C)C)C. (3) Given the product [CH2:14]([N:21]1[C:8]([CH3:9])=[C:5]2[C:4]([CH:3]=[C:2]([Cl:1])[CH:7]=[CH:6]2)=[N:11]1)[C:15]1[CH:20]=[CH:19][CH:18]=[CH:17][CH:16]=1, predict the reactants needed to synthesize it. The reactants are: [Cl:1][C:2]1[CH:7]=[CH:6][C:5]([C:8](=O)[CH3:9])=[C:4]([N+:11]([O-])=O)[CH:3]=1.[CH2:14]([NH2:21])[C:15]1[CH:20]=[CH:19][CH:18]=[CH:17][CH:16]=1.C(OP(OCC)OCC)C.[OH-].[Na+]. (4) The reactants are: [Cl:1][C:2]1[N:3]([CH2:10][C@:11]2([CH3:14])[CH2:13][O:12]2)[CH:4]=[C:5]([N+:7]([O-:9])=[O:8])[N:6]=1.[Cl:15][C:16]1[CH:21]=[CH:20][C:19]([CH:22]=[CH:23][CH2:24][O:25][CH:26]2[CH2:31][CH2:30][NH:29][CH2:28][CH2:27]2)=[CH:18][CH:17]=1. Given the product [Cl:1][C:2]1[N:3]([CH2:10][C@@:11]([CH3:14])([OH:12])[CH2:13][N:29]2[CH2:28][CH2:27][CH:26]([O:25][CH2:24][CH:23]=[CH:22][C:19]3[CH:18]=[CH:17][C:16]([Cl:15])=[CH:21][CH:20]=3)[CH2:31][CH2:30]2)[CH:4]=[C:5]([N+:7]([O-:9])=[O:8])[N:6]=1, predict the reactants needed to synthesize it. (5) Given the product [C:1]([C:5]1[N:6]=[C:7]([N:22]2[CH2:27][CH2:26][O:25][CH2:24][CH:23]2[CH3:28])[C:8]2[N:13]=[N:12][N:11]([CH2:14][C:15]3[CH:20]=[CH:19][CH:18]=[CH:17][C:16]=3[Cl:21])[C:9]=2[N:10]=1)([CH3:4])([CH3:2])[CH3:3], predict the reactants needed to synthesize it. The reactants are: [C:1]([C:5]1[N:6]=[C:7]([N:22]2[CH2:27][CH2:26][O:25][CH2:24][CH2:23]2)[C:8]2[N:13]=[N:12][N:11]([CH2:14][C:15]3[CH:20]=[CH:19][CH:18]=[CH:17][C:16]=3[Cl:21])[C:9]=2[N:10]=1)([CH3:4])([CH3:3])[CH3:2].[C:28](C1N=C(Cl)C2N=NN(CC3C=CC=CC=3Cl)C=2N=1)(C)(C)C.CC1COCCN1.